Dataset: Catalyst prediction with 721,799 reactions and 888 catalyst types from USPTO. Task: Predict which catalyst facilitates the given reaction. Reactant: O=[C:2]([CH:9]1[CH2:14][CH2:13][O:12][CH2:11][CH2:10]1)[CH2:3][C:4]([O:6]CC)=O.[CH3:15][C:16]1[C:20]([CH2:21][C:22]2[CH:27]=[CH:26][CH:25]=[C:24]([C:28]([F:31])([F:30])[F:29])[C:23]=2[CH3:32])=[C:19]([NH2:33])[NH:18][N:17]=1. Product: [CH3:15][C:16]1[C:20]([CH2:21][C:22]2[CH:27]=[CH:26][CH:25]=[C:24]([C:28]([F:30])([F:29])[F:31])[C:23]=2[CH3:32])=[C:19]2[NH:33][C:2]([CH:9]3[CH2:10][CH2:11][O:12][CH2:13][CH2:14]3)=[CH:3][C:4](=[O:6])[N:18]2[N:17]=1. The catalyst class is: 15.